Dataset: Catalyst prediction with 721,799 reactions and 888 catalyst types from USPTO. Task: Predict which catalyst facilitates the given reaction. (1) Reactant: F[C:2]1[CH:7]=[CH:6][C:5]([N:8]2[CH2:13][CH2:12][O:11][CH2:10][CH2:9]2)=[CH:4][C:3]=1[N+:14]([O-:16])=[O:15].[CH3:17][O:18][C:19]([C:21]1[NH:22][CH:23]=[C:24]([C:26]2[CH:31]=[CH:30][CH:29]=[CH:28][CH:27]=2)[CH:25]=1)=[O:20].C(=O)([O-])[O-].[Cs+].[Cs+]. Product: [CH3:17][O:18][C:19]([C:21]1[N:22]([C:2]2[CH:7]=[CH:6][C:5]([N:8]3[CH2:13][CH2:12][O:11][CH2:10][CH2:9]3)=[CH:4][C:3]=2[N+:14]([O-:16])=[O:15])[CH:23]=[C:24]([C:26]2[CH:31]=[CH:30][CH:29]=[CH:28][CH:27]=2)[CH:25]=1)=[O:20]. The catalyst class is: 508. (2) Product: [C:12]([OH:14])(=[O:13])[C:11]1[CH:15]=[CH:16][CH:8]=[CH:9][CH:10]=1. The catalyst class is: 5. Reactant: S1C=CN=C1C(CN1C=CN=C1)=C[C:8]1[CH:16]=[CH:15][C:11]([C:12]([O-:14])=[O:13])=[CH:10][CH:9]=1.[OH-].[Na+]. (3) Reactant: [CH3:1][O-:2].[Na+].[Cl:4][C:5]1[N:10]=[C:9]([C:11]([O:13][CH3:14])=[O:12])[CH:8]=[C:7](Cl)[N:6]=1. Product: [Cl:4][C:5]1[N:10]=[C:9]([C:11]([O:13][CH3:14])=[O:12])[CH:8]=[C:7]([O:2][CH3:1])[N:6]=1. The catalyst class is: 5. (4) Reactant: [Cl:1][C:2]1[CH:7]=[CH:6][C:5]([O:8][C:9]2[CH:14]=[CH:13][C:12]([C:15](=[O:17])[CH3:16])=[CH:11][CH:10]=2)=[CH:4][C:3]=1[C:18]([F:21])([F:20])[F:19].[BH4-].[Na+]. Product: [Cl:1][C:2]1[CH:7]=[CH:6][C:5]([O:8][C:9]2[CH:10]=[CH:11][C:12]([CH:15]([OH:17])[CH3:16])=[CH:13][CH:14]=2)=[CH:4][C:3]=1[C:18]([F:19])([F:20])[F:21]. The catalyst class is: 8.